The task is: Predict hERG channel inhibition at various concentrations.. This data is from hERG Central: cardiac toxicity at 1µM, 10µM, and general inhibition. (1) The drug is Cc1nc2ccccn2c1C(=O)N/N=C/c1ccc([N+](=O)[O-])o1. Results: hERG_inhib (hERG inhibition (general)): blocker. (2) The drug is CN1CCN(c2nc3c(c(=O)n(C)c(=O)n3C)n2Cc2cccc(Br)c2)CC1. Results: hERG_inhib (hERG inhibition (general)): blocker. (3) The compound is COc1cccc(NC(=O)CN2CCN(CC(=O)Nc3ccccc3Cl)CC2)c1. Results: hERG_inhib (hERG inhibition (general)): blocker. (4) The molecule is O=C1c2ccccc2N2C(=O)c3ccccc3C2N1Cc1ccccc1. Results: hERG_inhib (hERG inhibition (general)): blocker. (5) The molecule is CN1CCN(c2nc(-c3ccc(Cl)cc3Cl)nc3ccccc23)CC1. Results: hERG_inhib (hERG inhibition (general)): blocker.